Dataset: Peptide-MHC class II binding affinity with 134,281 pairs from IEDB. Task: Regression. Given a peptide amino acid sequence and an MHC pseudo amino acid sequence, predict their binding affinity value. This is MHC class II binding data. (1) The binding affinity (normalized) is 0. The MHC is DRB5_0101 with pseudo-sequence DRB5_0101. The peptide sequence is PVYIYFNTWTTCQSIAFPSK. (2) The binding affinity (normalized) is 0.249. The MHC is HLA-DPA10201-DPB10101 with pseudo-sequence HLA-DPA10201-DPB10101. The peptide sequence is DHMSIYKFMGRSHFL. (3) The peptide sequence is GVLYVGSKTKEGVVH. The MHC is DRB1_0405 with pseudo-sequence DRB1_0405. The binding affinity (normalized) is 0.364. (4) The binding affinity (normalized) is 0.595. The MHC is DRB3_0202 with pseudo-sequence DRB3_0202. The peptide sequence is FDSFVASLTEALRVI. (5) The peptide sequence is LVPFVQWFVGLSPTV. The MHC is DRB1_1101 with pseudo-sequence DRB1_1101. The binding affinity (normalized) is 0.631. (6) The peptide sequence is LISWGHYPLHLRYYR. The MHC is HLA-DQA10501-DQB10301 with pseudo-sequence HLA-DQA10501-DQB10301. The binding affinity (normalized) is 0.503. (7) The peptide sequence is KPAAAATATATSAVG. The MHC is DRB1_1201 with pseudo-sequence DRB1_1201. The binding affinity (normalized) is 0.0937. (8) The peptide sequence is QAVELTARLNSLGEA. The MHC is HLA-DPA10103-DPB10201 with pseudo-sequence HLA-DPA10103-DPB10201. The binding affinity (normalized) is 0.365. (9) The peptide sequence is TLGSTSADEVQRMMA. The MHC is HLA-DPA10201-DPB10501 with pseudo-sequence HLA-DPA10201-DPB10501. The binding affinity (normalized) is 0.